From a dataset of Full USPTO retrosynthesis dataset with 1.9M reactions from patents (1976-2016). Predict the reactants needed to synthesize the given product. (1) Given the product [NH2:7][C:8]1[O:9][CH2:10][C:11]([F:34])([F:35])[C@:12]([C:15]2[N:16]=[C:17]([NH:22][C:23]([C:25]3[C:30]([CH3:31])=[CH:29][C:28]([C:32]#[N:33])=[CH:27][N:26]=3)=[O:24])[CH:18]=[CH:19][C:20]=2[F:21])([CH3:14])[N:13]=1, predict the reactants needed to synthesize it. The reactants are: C(OC(=O)[NH:7][C:8]1[O:9][CH2:10][C:11]([F:35])([F:34])[C@:12]([C:15]2[C:20]([F:21])=[CH:19][CH:18]=[C:17]([NH:22][C:23]([C:25]3[C:30]([CH3:31])=[CH:29][C:28]([C:32]#[N:33])=[CH:27][N:26]=3)=[O:24])[N:16]=2)([CH3:14])[N:13]=1)(C)(C)C.C(O)(C(F)(F)F)=O. (2) Given the product [CH2:16]([N:13]1[C:4]2=[N:5][CH:6]=[C:7]([C:8]([O:10][CH2:11][CH3:12])=[O:9])[C:2]([NH:29][C@H:30]3[CH2:34][CH2:33][O:32][CH2:31]3)=[C:3]2[CH:15]=[N:14]1)[CH3:17], predict the reactants needed to synthesize it. The reactants are: Cl[C:2]1[C:7]([C:8]([O:10][CH2:11][CH3:12])=[O:9])=[CH:6][N:5]=[C:4]2[N:13]([CH2:16][CH3:17])[N:14]=[CH:15][C:3]=12.C1(C)C=CC(S(O)(=O)=O)=CC=1.[NH2:29][C@H:30]1[CH2:34][CH2:33][O:32][CH2:31]1.C(N(CC)CC)C. (3) Given the product [CH2:34]([Sn:29]([CH2:25][CH2:26][CH2:27][CH3:28])([CH2:30][CH2:31][CH2:32][CH3:33])[C:17]1[S:13][C:14]([C:18]([O:20][C:21]([CH3:24])([CH3:23])[CH3:22])=[O:19])=[CH:15][CH:16]=1)[CH2:35][CH2:36][CH3:37], predict the reactants needed to synthesize it. The reactants are: C(NC(C)C)(C)C.C([Li])CCC.[S:13]1[CH:17]=[CH:16][CH:15]=[C:14]1[C:18]([O:20][C:21]([CH3:24])([CH3:23])[CH3:22])=[O:19].[CH2:25]([Sn:29](Cl)([CH2:34][CH2:35][CH2:36][CH3:37])[CH2:30][CH2:31][CH2:32][CH3:33])[CH2:26][CH2:27][CH3:28].